From a dataset of Reaction yield outcomes from USPTO patents with 853,638 reactions. Predict the reaction yield, written as a fraction of the theoretical maximum amount of product (1.0 means a 100% yield; for example, 0.34 means a 34% yield). The yield is 0.170. The catalyst is [Cu]I.C(O)(C)C. The product is [C:44]1([S:50][C:2]2[C:10]3[C:5](=[N:6][CH:7]=[C:8]([C:11]4[CH:12]=[C:13]([OH:17])[CH:14]=[CH:15][CH:16]=4)[CH:9]=3)[NH:4][CH:3]=2)[CH:49]=[CH:48][CH:47]=[CH:46][CH:45]=1. The reactants are I[C:2]1[C:10]2[C:5](=[N:6][CH:7]=[C:8]([C:11]3[CH:12]=[C:13]([O:17]S(C4C=CC(C)=CC=4)(=O)=O)[CH:14]=[CH:15][CH:16]=3)[CH:9]=2)[N:4](S(C2C=CC(C)=CC=2)(=O)=O)[CH:3]=1.C(=O)([O-])[O-].[K+].[K+].[C:44]1([SH:50])[CH:49]=[CH:48][CH:47]=[CH:46][CH:45]=1.C(O)CO.[OH-].[K+].Cl.